Task: Predict the reaction yield, written as a fraction of the theoretical maximum amount of product (1.0 means a 100% yield; for example, 0.34 means a 34% yield).. Dataset: Reaction yield outcomes from USPTO patents with 853,638 reactions (1) The reactants are [Cl:1][C:2]1[CH:11]=[C:10]2[C:5]([CH:6]=[C:7]([C:13]3[C:14]([F:21])=[CH:15][C:16]([F:20])=[C:17]([CH:19]=3)[NH2:18])[C:8]([CH3:12])=[N:9]2)=[CH:4][N:3]=1.[C:22](O[C:22]([O:24][C:25]([CH3:28])([CH3:27])[CH3:26])=[O:23])([O:24][C:25]([CH3:28])([CH3:27])[CH3:26])=[O:23]. The catalyst is C1(C)C=CC=CC=1. The product is [Cl:1][C:2]1[CH:11]=[C:10]2[C:5]([CH:6]=[C:7]([C:13]3[C:14]([F:21])=[CH:15][C:16]([F:20])=[C:17]([NH:18][C:22](=[O:23])[O:24][C:25]([CH3:28])([CH3:27])[CH3:26])[CH:19]=3)[C:8]([CH3:12])=[N:9]2)=[CH:4][N:3]=1. The yield is 1.13. (2) The catalyst is CO.C(Cl)Cl.CO.C(Cl)Cl. The product is [Cl:1][C:2]1[CH:11]=[C:10]2[C:5]([N:6]=[C:7]([C:15]3[CH2:16][CH2:17][N:18]([CH3:23])[CH2:19][CH:20]=3)[C:8]3[N:9]2[CH:12]=[N:13][N:14]=3)=[CH:4][CH:3]=1. The reactants are [Cl:1][C:2]1[CH:11]=[C:10]2[C:5]([N:6]=[C:7]([C:15]3[CH2:16][CH2:17][NH:18][CH2:19][CH:20]=3)[C:8]3[N:9]2[CH:12]=[N:13][N:14]=3)=[CH:4][CH:3]=1.C=O.[CH3:23]C(O)=O.[BH-](OC(C)=O)(OC(C)=O)OC(C)=O.[Na+]. The yield is 0.550. (3) The reactants are FC(F)(F)S(OS(C(F)(F)F)(=O)=O)(=O)=O.[Br:16][C:17]1[CH:18]=[C:19]([CH:24]=[C:25]([C:28](=[O:38])[CH2:29][C:30]([N:32]2[CH2:37][CH2:36][O:35][CH2:34][CH2:33]2)=[O:31])[C:26]=1O)[C:20]([O:22][CH3:23])=[O:21]. The catalyst is ClCCCl. The product is [Br:16][C:17]1[CH:18]=[C:19]([C:20]([O:22][CH3:23])=[O:21])[CH:24]=[C:25]2[C:26]=1[O:31][C:30]([N:32]1[CH2:37][CH2:36][O:35][CH2:34][CH2:33]1)=[CH:29][C:28]2=[O:38]. The yield is 0.500.